From a dataset of Forward reaction prediction with 1.9M reactions from USPTO patents (1976-2016). Predict the product of the given reaction. Given the reactants [CH3:1][O:2][C:3]1[CH:4]=[C:5]2[C:13](=[CH:14][CH:15]=1)[NH:12][C:11]1[C:10](=[O:16])[NH:9][CH2:8][CH2:7][C:6]2=1.[CH3:17][C:18]([O:21][C:22](O[C:22]([O:21][C:18]([CH3:20])([CH3:19])[CH3:17])=[O:23])=[O:23])([CH3:20])[CH3:19], predict the reaction product. The product is: [CH3:1][O:2][C:3]1[CH:4]=[C:5]2[C:13](=[CH:14][CH:15]=1)[N:12]([C:22]([O:21][C:18]([CH3:20])([CH3:19])[CH3:17])=[O:23])[C:11]1[C:10](=[O:16])[NH:9][CH2:8][CH2:7][C:6]2=1.